From a dataset of NCI-60 drug combinations with 297,098 pairs across 59 cell lines. Regression. Given two drug SMILES strings and cell line genomic features, predict the synergy score measuring deviation from expected non-interaction effect. (1) Drug 1: CC12CCC(CC1=CCC3C2CCC4(C3CC=C4C5=CN=CC=C5)C)O. Drug 2: CC1=CC=C(C=C1)C2=CC(=NN2C3=CC=C(C=C3)S(=O)(=O)N)C(F)(F)F. Cell line: OVCAR3. Synergy scores: CSS=4.60, Synergy_ZIP=-3.25, Synergy_Bliss=-3.08, Synergy_Loewe=-7.33, Synergy_HSA=-3.15. (2) Drug 1: COC1=CC(=CC(=C1O)OC)C2C3C(COC3=O)C(C4=CC5=C(C=C24)OCO5)OC6C(C(C7C(O6)COC(O7)C8=CC=CS8)O)O. Drug 2: CC(C)CN1C=NC2=C1C3=CC=CC=C3N=C2N. Cell line: CAKI-1. Synergy scores: CSS=47.8, Synergy_ZIP=-0.247, Synergy_Bliss=0.995, Synergy_Loewe=-12.2, Synergy_HSA=1.43. (3) Drug 1: CC(C1=C(C=CC(=C1Cl)F)Cl)OC2=C(N=CC(=C2)C3=CN(N=C3)C4CCNCC4)N. Synergy scores: CSS=23.9, Synergy_ZIP=-4.72, Synergy_Bliss=0.194, Synergy_Loewe=-7.80, Synergy_HSA=-0.436. Cell line: A549. Drug 2: CS(=O)(=O)C1=CC(=C(C=C1)C(=O)NC2=CC(=C(C=C2)Cl)C3=CC=CC=N3)Cl. (4) Drug 1: CC1OCC2C(O1)C(C(C(O2)OC3C4COC(=O)C4C(C5=CC6=C(C=C35)OCO6)C7=CC(=C(C(=C7)OC)O)OC)O)O. Drug 2: CC12CCC3C(C1CCC2OP(=O)(O)O)CCC4=C3C=CC(=C4)OC(=O)N(CCCl)CCCl.[Na+]. Cell line: NCI-H460. Synergy scores: CSS=36.3, Synergy_ZIP=-1.51, Synergy_Bliss=-3.01, Synergy_Loewe=-19.8, Synergy_HSA=-1.73. (5) Drug 1: C1=CC(=CC=C1CC(C(=O)O)N)N(CCCl)CCCl.Cl. Drug 2: C1CCC(C(C1)N)N.C(=O)(C(=O)[O-])[O-].[Pt+4]. Cell line: NCI-H226. Synergy scores: CSS=3.50, Synergy_ZIP=-4.59, Synergy_Bliss=-6.47, Synergy_Loewe=-7.90, Synergy_HSA=-6.38. (6) Drug 1: C1CCN(CC1)CCOC2=CC=C(C=C2)C(=O)C3=C(SC4=C3C=CC(=C4)O)C5=CC=C(C=C5)O. Drug 2: CCCS(=O)(=O)NC1=C(C(=C(C=C1)F)C(=O)C2=CNC3=C2C=C(C=N3)C4=CC=C(C=C4)Cl)F. Cell line: ACHN. Synergy scores: CSS=34.3, Synergy_ZIP=-2.06, Synergy_Bliss=-0.697, Synergy_Loewe=-2.98, Synergy_HSA=-1.54. (7) Drug 1: CC1=C(C=C(C=C1)NC2=NC=CC(=N2)N(C)C3=CC4=NN(C(=C4C=C3)C)C)S(=O)(=O)N.Cl. Drug 2: CNC(=O)C1=NC=CC(=C1)OC2=CC=C(C=C2)NC(=O)NC3=CC(=C(C=C3)Cl)C(F)(F)F. Cell line: NCI-H226. Synergy scores: CSS=40.1, Synergy_ZIP=-4.86, Synergy_Bliss=-5.48, Synergy_Loewe=-4.76, Synergy_HSA=-4.45. (8) Drug 1: CS(=O)(=O)CCNCC1=CC=C(O1)C2=CC3=C(C=C2)N=CN=C3NC4=CC(=C(C=C4)OCC5=CC(=CC=C5)F)Cl. Drug 2: CN(CCCl)CCCl.Cl. Cell line: RXF 393. Synergy scores: CSS=6.07, Synergy_ZIP=-6.56, Synergy_Bliss=-6.64, Synergy_Loewe=-4.28, Synergy_HSA=-3.67.